Dataset: Full USPTO retrosynthesis dataset with 1.9M reactions from patents (1976-2016). Task: Predict the reactants needed to synthesize the given product. (1) Given the product [CH3:1][C:2]1[CH:7]=[CH:6][C:5]([S:8]([O:11][CH2:12][CH:13]2[CH2:17][C:16]3[CH:18]=[CH:19][CH:20]=[C:21]([C:29]4[CH:28]=[CH:27][CH:26]=[CH:25][C:24]=4[CH3:23])[C:15]=3[O:14]2)(=[O:10])=[O:9])=[CH:4][CH:3]=1, predict the reactants needed to synthesize it. The reactants are: [CH3:1][C:2]1[CH:7]=[CH:6][C:5]([S:8]([O:11][CH2:12][CH:13]2[CH2:17][C:16]3[CH:18]=[CH:19][CH:20]=[C:21](Br)[C:15]=3[O:14]2)(=[O:10])=[O:9])=[CH:4][CH:3]=1.[CH3:23][C:24]1[CH:25]=[C:26](B(O)O)[CH:27]=[CH:28][CH:29]=1.CC(C)([O-])C.[K+]. (2) Given the product [Cl:63][C:61]1[CH:60]=[CH:59][C:58]([F:64])=[C:57]([C:54]2[CH:53]=[CH:52][C:51]([CH2:50][C@@H:49]([NH:65][C:7]([C:4]3[NH:3][C:2](=[O:1])[O:6][N:5]=3)=[O:9])[CH2:48][C@:47]([CH2:67][O:68][CH3:69])([CH3:66])[C:46]([OH:70])=[O:45])=[CH:56][CH:55]=2)[CH:62]=1, predict the reactants needed to synthesize it. The reactants are: [O:1]=[C:2]1[O:6][N:5]=[C:4]([C:7]([OH:9])=O)[NH:3]1.CN(C(ON1N=NC2C=CC=NC1=2)=[N+](C)C)C.F[P-](F)(F)(F)(F)F.CCN(C(C)C)C(C)C.C([O:45][C:46](=[O:70])[C@@:47]([CH2:67][O:68][CH3:69])([CH3:66])[CH2:48][C@H:49]([NH2:65])[CH2:50][C:51]1[CH:56]=[CH:55][C:54]([C:57]2[CH:62]=[C:61]([Cl:63])[CH:60]=[CH:59][C:58]=2[F:64])=[CH:53][CH:52]=1)C.[OH-].[Na+]. (3) Given the product [C:17]1([CH:16]([OH:23])[C:3]#[C:2][CH2:1][O:4][CH:5]2[CH2:10][CH2:9][CH2:8][CH2:7][O:6]2)[CH:22]=[CH:21][CH:20]=[CH:19][CH:18]=1, predict the reactants needed to synthesize it. The reactants are: [CH2:1]([O:4][CH:5]1[CH2:10][CH2:9][CH2:8][CH2:7][O:6]1)[C:2]#[CH:3].[Li]CCCC.[CH:16](=[O:23])[C:17]1[CH:22]=[CH:21][CH:20]=[CH:19][CH:18]=1.C([O-])(O)=O.[Na+]. (4) The reactants are: C1([C@@H]([N:9]2[C@@H:17]3[C@H:12]([CH2:13][CH2:14][CH2:15][CH2:16]3)[CH2:11][C@H:10]2[C:18]([O:20][CH2:21][CH3:22])=[O:19])C)C=CC=CC=1. Given the product [NH:9]1[C@@H:17]2[C@H:12]([CH2:13][CH2:14][CH2:15][CH2:16]2)[CH2:11][C@H:10]1[C:18]([O:20][CH2:21][CH3:22])=[O:19], predict the reactants needed to synthesize it. (5) Given the product [CH:1]1([C:7]2[C:8]3[CH:9]=[CH:10][C:11]([C:27]([OH:29])=[O:28])=[CH:12][C:13]=3[N:14]3[CH2:21][CH2:20][NH:19][CH2:18][C:17]4[CH:22]=[C:23]([F:26])[CH:24]=[CH:25][C:16]=4[C:15]=23)[CH2:2][CH2:3][CH2:4][CH2:5][CH2:6]1, predict the reactants needed to synthesize it. The reactants are: [CH:1]1([C:7]2[C:8]3[CH:9]=[CH:10][C:11]([C:27]([O:29]C)=[O:28])=[CH:12][C:13]=3[N:14]3[CH2:21][CH2:20][NH:19][CH2:18][C:17]4[CH:22]=[C:23]([F:26])[CH:24]=[CH:25][C:16]=4[C:15]=23)[CH2:6][CH2:5][CH2:4][CH2:3][CH2:2]1.B(Br)(Br)Br. (6) Given the product [OH:28][CH2:27][CH2:26][CH2:25][CH2:24][CH2:23][CH2:22][CH2:21][CH2:20][CH2:19][CH2:18][C:10]1[C:9]([OH:8])=[C:14]([CH3:15])[CH:13]=[C:12]([O:16][CH3:17])[N:11]=1, predict the reactants needed to synthesize it. The reactants are: C([O:8][C:9]1[C:10]([CH2:18][CH2:19][CH2:20][CH2:21][CH2:22][CH2:23][CH2:24][CH2:25][CH2:26][CH2:27][O:28]COC)=[N:11][C:12]([O:16][CH3:17])=[CH:13][C:14]=1[CH3:15])C1C=CC=CC=1. (7) Given the product [CH3:2][C:1]1[S:3][C:6]2[O:7][C:8]3[CH:15]=[CH:14][CH:13]=[CH:12][C:9]=3[C:10]=2[N:4]=1, predict the reactants needed to synthesize it. The reactants are: [C:1]([NH2:4])(=[S:3])[CH3:2].Br[CH:6]1[C:10](=O)[C:9]2[CH:12]=[CH:13][CH:14]=[CH:15][C:8]=2[O:7]1.[OH-].[Na+]. (8) The reactants are: [Si]([O:8][CH2:9][C:10]1[N:15]=[CH:14][C:13]2[N:16]=[CH:17][N:18]([C:19]3[S:23][C:22]([C:24]([NH2:26])=[O:25])=[C:21]([O:27][C@H:28]([C:30]4[CH:35]=[CH:34][CH:33]=[CH:32][C:31]=4[C:36]([F:39])([F:38])[F:37])[CH3:29])[CH:20]=3)[C:12]=2[CH:11]=1)(C(C)(C)C)(C)C.[F-].C([N+](CCCC)(CCCC)CCCC)CCC. Given the product [OH:8][CH2:9][C:10]1[N:15]=[CH:14][C:13]2[N:16]=[CH:17][N:18]([C:19]3[S:23][C:22]([C:24]([NH2:26])=[O:25])=[C:21]([O:27][C@H:28]([C:30]4[CH:35]=[CH:34][CH:33]=[CH:32][C:31]=4[C:36]([F:37])([F:38])[F:39])[CH3:29])[CH:20]=3)[C:12]=2[CH:11]=1, predict the reactants needed to synthesize it. (9) Given the product [NH2:1][C:2]1[C:11]2[N:12]=[C:13]([CH2:20][CH3:21])[N:14]([CH2:15][C:16]([CH3:19])([OH:18])[CH3:17])[C:10]=2[C:9]2[N:8]=[CH:7][C:6]([C:25]3[CH:24]=[N:23][C:32]4[C:27]([CH:26]=3)=[CH:28][CH:29]=[CH:30][CH:31]=4)=[CH:5][C:4]=2[N:3]=1, predict the reactants needed to synthesize it. The reactants are: [NH2:1][C:2]1[C:11]2[N:12]=[C:13]([CH2:20][CH3:21])[N:14]([CH2:15][C:16]([CH3:19])([OH:18])[CH3:17])[C:10]=2[C:9]2[N:8]=[CH:7][C:6](Br)=[CH:5][C:4]=2[N:3]=1.[N:23]1[C:32]2[C:27](=[CH:28][CH:29]=[CH:30][CH:31]=2)[CH:26]=[C:25](B(O)O)[CH:24]=1.C(=O)([O-])[O-].[Na+].[Na+].O.